From a dataset of CYP3A4 inhibition data for predicting drug metabolism from PubChem BioAssay. Regression/Classification. Given a drug SMILES string, predict its absorption, distribution, metabolism, or excretion properties. Task type varies by dataset: regression for continuous measurements (e.g., permeability, clearance, half-life) or binary classification for categorical outcomes (e.g., BBB penetration, CYP inhibition). Dataset: cyp3a4_veith. (1) The drug is CC(C)(C)c1nc2ccccc2c2nnc(SCC(=O)Nc3nc4ccccc4s3)n12. The result is 1 (inhibitor). (2) The molecule is CCc1cc2c(nc1CC)CCN(CC/C(C)=N/O[C@@H](C)c1cn([C@@H]3COC[C@@H]3O)nn1)C2. The result is 0 (non-inhibitor). (3) The result is 1 (inhibitor). The molecule is Cc1cc2nc(CCN(C(=S)NCC(C)C)C3CCCC3)[nH]c2cc1C. (4) The compound is O=S(=O)(c1ccccc1)N1CCC2(CCCN(Cc3ccncc3)C2)CC1. The result is 1 (inhibitor). (5) The compound is Cc1cc(O)c(/C=N/Nc2ccc(Cl)cc2)c(=O)o1. The result is 0 (non-inhibitor). (6) The molecule is COc1ccc(NC(=O)N2CCCC3(CCN(C(=O)c4ccc(OC)cc4)CC3)C2)cc1. The result is 1 (inhibitor). (7) The drug is O=c1c(CCc2ccccc2)nc2cnc(N3CCNCC3)nc2n1CCc1ccccc1. The result is 1 (inhibitor). (8) The result is 0 (non-inhibitor). The molecule is O=C(O)COc1ccc(OCCNC[C@@H](O)COc2ccccc2)cc1. (9) The molecule is Clc1ccccc1NN(Cc1ccccn1)c1ccccc1Cl. The result is 0 (non-inhibitor).